Dataset: Catalyst prediction with 721,799 reactions and 888 catalyst types from USPTO. Task: Predict which catalyst facilitates the given reaction. Reactant: [C:1]([C:4]1[C:12]2[C:7](=[CH:8][CH:9]=[C:10]([N:13]3[CH2:18][CH2:17][N:16]([C:19](=[O:21])[CH3:20])[CH2:15][CH2:14]3)[CH:11]=2)[N:6]([CH2:22][C:23]([O:25]C(C)(C)C)=[O:24])[CH:5]=1)(=[O:3])[CH3:2].C(O)(C(F)(F)F)=O. Product: [C:1]([C:4]1[C:12]2[C:7](=[CH:8][CH:9]=[C:10]([N:13]3[CH2:14][CH2:15][N:16]([C:19](=[O:21])[CH3:20])[CH2:17][CH2:18]3)[CH:11]=2)[N:6]([CH2:22][C:23]([OH:25])=[O:24])[CH:5]=1)(=[O:3])[CH3:2]. The catalyst class is: 2.